Dataset: Full USPTO retrosynthesis dataset with 1.9M reactions from patents (1976-2016). Task: Predict the reactants needed to synthesize the given product. (1) Given the product [CH3:16][O:17][CH2:18][CH2:19][N:20]([CH3:28])[C:21]1[N:22]=[CH:23][C:24]([NH:27][C:13]([C:3]2[C:2]([CH3:1])=[N:6][N:5]([C:7]3[CH:8]=[CH:9][CH:10]=[CH:11][CH:12]=3)[N:4]=2)=[O:15])=[CH:25][CH:26]=1, predict the reactants needed to synthesize it. The reactants are: [CH3:1][C:2]1[C:3]([C:13]([OH:15])=O)=[N:4][N:5]([C:7]2[CH:12]=[CH:11][CH:10]=[CH:9][CH:8]=2)[N:6]=1.[CH3:16][O:17][CH2:18][CH2:19][N:20]([CH3:28])[C:21]1[CH:26]=[CH:25][C:24]([NH2:27])=[CH:23][N:22]=1. (2) Given the product [C:1]([O:5][C:6]([N:8]1[CH2:13][CH2:12][N:11]([C:14]2[C:23]3[C:18](=[CH:19][C:20]([Cl:24])=[CH:21][CH:22]=3)[N:17]=[C:16]([N:29]([CH3:30])[CH3:28])[CH:15]=2)[CH2:10][CH2:9]1)=[O:7])([CH3:4])([CH3:3])[CH3:2], predict the reactants needed to synthesize it. The reactants are: [C:1]([O:5][C:6]([N:8]1[CH2:13][CH2:12][N:11]([C:14]2[C:23]3[C:18](=[CH:19][C:20]([Cl:24])=[CH:21][CH:22]=3)[NH:17][C:16](=O)[CH:15]=2)[CH2:10][CH2:9]1)=[O:7])([CH3:4])([CH3:3])[CH3:2].[H-].[Na+].[CH3:28][NH:29][CH3:30].